Dataset: Reaction yield outcomes from USPTO patents with 853,638 reactions. Task: Predict the reaction yield, written as a fraction of the theoretical maximum amount of product (1.0 means a 100% yield; for example, 0.34 means a 34% yield). The reactants are [Cl:1][C:2]1[CH:3]=[C:4]([S:9]([N:12]2[C:21]3[C:16](=[CH:17][CH:18]=[CH:19][CH:20]=3)[NH:15][C:14](=[O:22])[C@H:13]2[CH2:23][C:24](OC)=[O:25])(=[O:11])=[O:10])[CH:5]=[CH:6][C:7]=1[Cl:8].Cl. The catalyst is C1COCC1. The product is [Cl:1][C:2]1[CH:3]=[C:4]([S:9]([N:12]2[C:21]3[C:16](=[CH:17][CH:18]=[CH:19][CH:20]=3)[NH:15][C:14](=[O:22])[C@H:13]2[CH2:23][CH2:24][OH:25])(=[O:11])=[O:10])[CH:5]=[CH:6][C:7]=1[Cl:8]. The yield is 0.610.